This data is from Full USPTO retrosynthesis dataset with 1.9M reactions from patents (1976-2016). The task is: Predict the reactants needed to synthesize the given product. (1) Given the product [N+:8]([C:11]1[CH:12]=[C:13]([S:17]([N:22]2[CH2:26][CH2:25][CH2:24][C@@H:23]2[C:27]([O:29][CH3:30])=[O:28])(=[O:19])=[O:18])[CH:14]=[CH:15][CH:16]=1)([O-:10])=[O:9], predict the reactants needed to synthesize it. The reactants are: C(N(CC)CC)C.[N+:8]([C:11]1[CH:12]=[C:13]([S:17](Cl)(=[O:19])=[O:18])[CH:14]=[CH:15][CH:16]=1)([O-:10])=[O:9].Cl.[NH:22]1[CH2:26][CH2:25][CH2:24][C@@H:23]1[C:27]([O:29][CH3:30])=[O:28]. (2) The reactants are: [CH:1]1([CH2:4][NH:5][C:6]2[C:11]([NH2:12])=[CH:10][C:9]([N+:13]([O-:15])=[O:14])=[CH:8][N:7]=2)[CH2:3][CH2:2]1.[CH2:16]([O:18][C:19]1[CH:24]=[CH:23][C:22]([CH2:25][C:26](Cl)=O)=[CH:21][CH:20]=1)[CH3:17]. Given the product [CH:1]1([CH2:4][N:5]2[C:6]3=[N:7][CH:8]=[C:9]([N+:13]([O-:15])=[O:14])[CH:10]=[C:11]3[N:12]=[C:26]2[CH2:25][C:22]2[CH:23]=[CH:24][C:19]([O:18][CH2:16][CH3:17])=[CH:20][CH:21]=2)[CH2:2][CH2:3]1, predict the reactants needed to synthesize it. (3) Given the product [CH3:1][O:2][C:3]([C:5]1[S:6][C:7]([B:21]2[O:25][C:24]([CH3:27])([CH3:26])[C:23]([CH3:29])([CH3:28])[O:22]2)=[CH:8][C:9]=1[O:10][CH:11]([C:13]1[CH:18]=[CH:17][CH:16]=[CH:15][C:14]=1[Cl:19])[CH3:12])=[O:4], predict the reactants needed to synthesize it. The reactants are: [CH3:1][O:2][C:3]([C:5]1[S:6][C:7](Br)=[CH:8][C:9]=1[O:10][CH:11]([C:13]1[CH:18]=[CH:17][CH:16]=[CH:15][C:14]=1[Cl:19])[CH3:12])=[O:4].[B:21]1([B:21]2[O:25][C:24]([CH3:27])([CH3:26])[C:23]([CH3:29])([CH3:28])[O:22]2)[O:25][C:24]([CH3:27])([CH3:26])[C:23]([CH3:29])([CH3:28])[O:22]1. (4) Given the product [NH:25]1[C:26]2[C:22](=[CH:21][C:20]([C:18]3[N:17]=[C:6]([C:5]4[CH:9]=[CH:10][C:11]([O:12][CH:13]([CH3:15])[CH3:14])=[C:3]([CH:4]=4)[C:1]#[N:2])[O:7][N:19]=3)=[CH:28][CH:27]=2)[CH:23]=[N:24]1, predict the reactants needed to synthesize it. The reactants are: [C:1]([C:3]1[CH:4]=[C:5]([CH:9]=[CH:10][C:11]=1[O:12][CH:13]([CH3:15])[CH3:14])[C:6](Cl)=[O:7])#[N:2].O[NH:17][C:18]([C:20]1[CH:21]=[C:22]2[C:26](=[CH:27][CH:28]=1)[NH:25][N:24]=[CH:23]2)=[NH:19].C(N(CC)CC)C. (5) Given the product [Cl:9][C:10]1[CH:11]=[CH:12][C:13]([O:19][CH2:20][C:21]2[CH:22]=[CH:23][CH:24]=[CH:25][CH:26]=2)=[C:14]([B:16]2[O:8][C:5]([CH3:7])([CH3:6])[C:2]([CH3:4])([CH3:3])[O:1]2)[CH:15]=1, predict the reactants needed to synthesize it. The reactants are: [OH:1][C:2]([C:5]([OH:8])([CH3:7])[CH3:6])([CH3:4])[CH3:3].[Cl:9][C:10]1[CH:11]=[CH:12][C:13]([O:19][CH2:20][C:21]2[CH:26]=[CH:25][CH:24]=[CH:23][CH:22]=2)=[C:14]([B:16](O)O)[CH:15]=1. (6) Given the product [C:1]([O-:4])(=[O:3])[CH3:2].[CH3:15][O:14][CH2:13][N+:8]1([CH3:7])[CH2:12][CH2:11][CH2:10][CH2:9]1, predict the reactants needed to synthesize it. The reactants are: [C:1]([O-:4])(=[O:3])[CH3:2].[Na+].[Cl-].[CH3:7][N+:8]1([CH2:13][O:14][CH3:15])[CH2:12][CH2:11][CH2:10][CH2:9]1. (7) The reactants are: [Cl:1][C:2]1[CH:7]=[CH:6][C:5]([C:8]2[C:14]3[C:15](F)=[N:16][CH:17]=[CH:18][C:13]=3[C:12]3[C:20]([CH3:23])=[N:21][O:22][C:11]=3[CH2:10][N:9]=2)=[CH:4][CH:3]=1.[H-].[Na+].[CH3:26][OH:27]. Given the product [Cl:1][C:2]1[CH:7]=[CH:6][C:5]([C:8]2[C:14]3[C:15]([O:27][CH3:26])=[N:16][CH:17]=[CH:18][C:13]=3[C:12]3[C:20]([CH3:23])=[N:21][O:22][C:11]=3[CH2:10][N:9]=2)=[CH:4][CH:3]=1, predict the reactants needed to synthesize it. (8) The reactants are: Cl[CH:2]([C:14]1[CH:19]=[CH:18][CH:17]=[CH:16][CH:15]=1)[C:3]([C:5]1[C:13]2[C:8](=[CH:9][CH:10]=[CH:11][CH:12]=2)[NH:7][CH:6]=1)=[O:4].[F:20][C:21]1[CH:22]=[C:23]([CH:25]=[CH:26][CH:27]=1)[NH2:24].CCN(C(C)C)C(C)C. Given the product [F:20][C:21]1[CH:22]=[C:23]([NH:24][CH:2]([C:14]2[CH:19]=[CH:18][CH:17]=[CH:16][CH:15]=2)[C:3]([C:5]2[C:13]3[C:8](=[CH:9][CH:10]=[CH:11][CH:12]=3)[NH:7][CH:6]=2)=[O:4])[CH:25]=[CH:26][CH:27]=1, predict the reactants needed to synthesize it. (9) Given the product [F:41][C:25]([F:24])([F:40])[C@@:26]([CH2:1][S@:2]([C:4]1[CH:9]=[CH:8][C:7]([CH3:10])=[CH:6][CH:5]=1)=[O:3])([OH:39])[CH2:27][C:28]([C:31]1[CH:36]=[C:35]([F:37])[CH:34]=[CH:33][C:32]=1[CH3:38])([CH3:30])[CH3:29], predict the reactants needed to synthesize it. The reactants are: [CH3:1][S@:2]([C:4]1[CH:9]=[CH:8][C:7]([CH3:10])=[CH:6][CH:5]=1)=[O:3].O1CCCC1.C([N-]C(C)C)(C)C.[Li+].[F:24][C:25]([F:41])([F:40])[C:26](=[O:39])[CH2:27][C:28]([C:31]1[CH:36]=[C:35]([F:37])[CH:34]=[CH:33][C:32]=1[CH3:38])([CH3:30])[CH3:29].